Dataset: Reaction yield outcomes from USPTO patents with 853,638 reactions. Task: Predict the reaction yield, written as a fraction of the theoretical maximum amount of product (1.0 means a 100% yield; for example, 0.34 means a 34% yield). (1) The reactants are [CH3:1][O:2][C:3](=[O:44])[CH2:4][NH:5][C:6]1[CH:11]=[CH:10][C:9]([CH2:12][N:13]2[CH:17]=[C:16]([C:18]3[CH:23]=[CH:22][C:21]([Cl:24])=[CH:20][C:19]=3[Cl:25])[N:15]=[C:14]2/[CH:26]=[CH:27]/[C:28]2[CH:33]=[CH:32][C:31]([C:34]3[CH:39]=[CH:38][C:37]([C:40]([F:43])([F:42])[F:41])=[CH:36][CH:35]=3)=[CH:30][CH:29]=2)=[CH:8][CH:7]=1.I[CH3:46]. No catalyst specified. The product is [CH3:1][O:2][C:3](=[O:44])[CH2:4][N:5]([C:6]1[CH:7]=[CH:8][C:9]([CH2:12][N:13]2[CH:17]=[C:16]([C:18]3[CH:23]=[CH:22][C:21]([Cl:24])=[CH:20][C:19]=3[Cl:25])[N:15]=[C:14]2/[CH:26]=[CH:27]/[C:28]2[CH:33]=[CH:32][C:31]([C:34]3[CH:35]=[CH:36][C:37]([C:40]([F:42])([F:43])[F:41])=[CH:38][CH:39]=3)=[CH:30][CH:29]=2)=[CH:10][CH:11]=1)[CH3:46]. The yield is 0.830. (2) The reactants are [Cl:1][C:2]1[CH:3]=[C:4]([N:8]2[C:12]([C:13]3[CH:18]=[CH:17][CH:16]=[CH:15][CH:14]=3)=[CH:11][C:10]([C:19]([O:21]CC)=[O:20])=[N:9]2)[CH:5]=[CH:6][CH:7]=1.[OH-].[K+]. No catalyst specified. The product is [Cl:1][C:2]1[CH:3]=[C:4]([N:8]2[C:12]([C:13]3[CH:18]=[CH:17][CH:16]=[CH:15][CH:14]=3)=[CH:11][C:10]([C:19]([OH:21])=[O:20])=[N:9]2)[CH:5]=[CH:6][CH:7]=1. The yield is 0.920. (3) The reactants are ClC(Cl)(Cl)C#N.C1CCN2C(=NCCC2)CC1.C(C1C=CC(CC2C=CC(NC(=O)OCC3C=CC=CC=3)=CC=2O)=CC=1)C.C([O:48][C@:49]1([CH3:110])[C@@H:81]([CH2:82][O:83]C(=O)C2C=CC=CC=2)[O:80][C@@H:52]([O:53][C:54]2[CH:59]=[C:58]([NH:60]C(OCC3C=CC=CC=3)=O)[CH:57]=[CH:56][C:55]=2[CH2:71][C:72]2[CH:77]=[CH:76][C:75]([CH2:78][CH3:79])=[CH:74][CH:73]=2)[C@H:51]([O:92]C(=O)C2C=CC=CC=2)[C@H:50]1[O:101]C(=O)C1C=CC=CC=1)(=O)C.C(O[C@]1(C)[C@@H](COC(=O)C2C=CC=CC=2)O[C@@H](OC2C=C(N)C=CC=2CC2C=CC(CC)=CC=2)[C@H](OC(=O)C2C=CC=CC=2)[C@H]1OC(=O)C1C=CC=CC=1)(=O)C.C(=O)([O-])[O-].[K+].[K+]. The catalyst is [Pd].CO.C(Cl)Cl.O1CCCC1. The product is [CH3:110][C@@:49]1([OH:48])[C@@H:81]([CH2:82][OH:83])[O:80][C@@H:52]([O:53][C:54]2[CH:59]=[C:58]([NH2:60])[CH:57]=[CH:56][C:55]=2[CH2:71][C:72]2[CH:73]=[CH:74][C:75]([CH2:78][CH3:79])=[CH:76][CH:77]=2)[C@H:51]([OH:92])[C@H:50]1[OH:101]. The yield is 0.360. (4) The reactants are [CH3:1][Si:2]([CH2:5][CH2:6][O:7][CH2:8]Cl)([CH3:4])[CH3:3].[Br:10][C:11]1[C:15]2=[N:16][CH:17]=[C:18]([S:20][CH3:21])[N:19]=[C:14]2[NH:13][C:12]=1[C:22]1[CH:27]=[CH:26][C:25]([C:28]2([NH:32][C:33](=[O:39])[O:34][C:35]([CH3:38])([CH3:37])[CH3:36])[CH2:31][CH2:30][CH2:29]2)=[CH:24][CH:23]=1.[H-].[Na+].CO. The catalyst is C1COCC1. The product is [Br:10][C:11]1[C:15]2=[N:16][CH:17]=[C:18]([S:20][CH3:21])[N:19]=[C:14]2[N:13]([CH2:8][O:7][CH2:6][CH2:5][Si:2]([CH3:4])([CH3:3])[CH3:1])[C:12]=1[C:22]1[CH:23]=[CH:24][C:25]([C:28]2([NH:32][C:33](=[O:39])[O:34][C:35]([CH3:37])([CH3:36])[CH3:38])[CH2:29][CH2:30][CH2:31]2)=[CH:26][CH:27]=1. The yield is 0.700.